Task: Predict the reaction yield, written as a fraction of the theoretical maximum amount of product (1.0 means a 100% yield; for example, 0.34 means a 34% yield).. Dataset: Reaction yield outcomes from USPTO patents with 853,638 reactions (1) The reactants are [NH2:1][CH2:2][CH2:3][CH:4]([OH:9])[CH:5]=[C:6]([CH3:8])[CH3:7].C(N(C(C)C)CC)(C)C.Cl[C:20]([O:22][CH3:23])=[O:21].C(=O)([O-])O.[Na+]. The catalyst is ClCCl. The product is [CH3:23][O:22][C:20](=[O:21])[NH:1][CH2:2][CH2:3][CH:4]([OH:9])[CH:5]=[C:6]([CH3:8])[CH3:7]. The yield is 1.00. (2) The reactants are [NH:1]1[C:5]2=[N:6][CH:7]=[CH:8][CH:9]=[C:4]2[C:3]([C:10]2[S:14][C:13]([C:15]([O:17]CC)=[O:16])=[CH:12][CH:11]=2)=[CH:2]1.[OH-].[Na+].C(O)(=O)CC(CC(O)=O)(C(O)=O)O. The yield is 0.880. The product is [NH:1]1[C:5]2=[N:6][CH:7]=[CH:8][CH:9]=[C:4]2[C:3]([C:10]2[S:14][C:13]([C:15]([OH:17])=[O:16])=[CH:12][CH:11]=2)=[CH:2]1. The catalyst is O1CCOCC1.C(OCC)(=O)C. (3) The reactants are [CH:1]1[CH:5]=[C:4]([CH2:6][C:7]2[NH:11][C:10](C=O)=[CH:9][CH:8]=2)[NH:3][CH:2]=1.C12C=C3N=C(C=C3)C=C3NC(C=C3)=CC3=NC(C=C3)=CC(N1)=CC=2. No catalyst specified. The product is [CH:9]1[CH:8]=[C:7]([CH2:6][C:4]2[NH:3][CH:2]=[CH:1][CH:5]=2)[NH:11][CH:10]=1. The yield is 0.460. (4) The catalyst is CS(C)=O.O.[Cu]I. The yield is 0.433. The product is [Cl:11][C:12]1[C:13]([OH:19])=[CH:14][C:15](=[O:18])[N:16]([C:8]2[CH:7]=[CH:6][C:3]([C:4]#[N:5])=[C:2]([F:1])[CH:9]=2)[CH:17]=1. The reactants are [F:1][C:2]1[CH:9]=[C:8](I)[CH:7]=[CH:6][C:3]=1[C:4]#[N:5].[Cl:11][C:12]1[C:13]([OH:19])=[CH:14][C:15](=[O:18])[NH:16][CH:17]=1.COC1C2C(=C3C(=CC=2)C(OC)=CC=N3)N=CC=1.C(=O)([O-])[O-].[K+].[K+].Cl. (5) The reactants are [NH2:1][C@@H:2]([CH3:19])[CH2:3][N:4]1[CH:8]=[CH:7][C:6]([C:9]2[CH:16]=[C:15]([F:17])[C:12]([C:13]#[N:14])=[C:11]([Cl:18])[CH:10]=2)=[N:5]1.[F:20][C:21]1[N:25]2[CH:26]=[CH:27][CH:28]=[CH:29][C:24]2=[N:23][C:22]=1[C:30](O)=[O:31]. No catalyst specified. The product is [Cl:18][C:11]1[CH:10]=[C:9]([C:6]2[CH:7]=[CH:8][N:4]([CH2:3][C@@H:2]([NH:1][C:30]([C:22]3[N:23]=[C:24]4[CH:29]=[CH:28][CH:27]=[CH:26][N:25]4[C:21]=3[F:20])=[O:31])[CH3:19])[N:5]=2)[CH:16]=[C:15]([F:17])[C:12]=1[C:13]#[N:14]. The yield is 0.379.